The task is: Regression. Given a peptide amino acid sequence and an MHC pseudo amino acid sequence, predict their binding affinity value. This is MHC class II binding data.. This data is from Peptide-MHC class II binding affinity with 134,281 pairs from IEDB. (1) The peptide sequence is VIPEGWKADTCYESK. The MHC is HLA-DPA10201-DPB10501 with pseudo-sequence HLA-DPA10201-DPB10501. The binding affinity (normalized) is 0. (2) The peptide sequence is KKGAGGITIKKTGQA. The MHC is HLA-DPA10301-DPB10402 with pseudo-sequence HLA-DPA10301-DPB10402. The binding affinity (normalized) is 0.0304.